This data is from Forward reaction prediction with 1.9M reactions from USPTO patents (1976-2016). The task is: Predict the product of the given reaction. (1) Given the reactants [NH2:1][CH2:2][C:3]1[N:7]2[CH:8]3[CH2:19][CH:10]([C:11]4[CH:16]=[C:15]([F:17])[C:14]([Br:18])=[CH:13][C:12]=4[C:6]2=[N:5][C:4]=1[C:20]([NH2:22])=[O:21])[CH2:9]3.[C:23](O)(=[O:28])[C:24]([CH3:27])([CH3:26])[CH3:25], predict the reaction product. The product is: [Br:18][C:14]1[C:15]([F:17])=[CH:16][C:11]2[CH:10]3[CH2:9][CH:8]([CH2:19]3)[N:7]3[C:3]([CH2:2][NH:1][C:23](=[O:28])[C:24]([CH3:27])([CH3:26])[CH3:25])=[C:4]([C:20]([NH2:22])=[O:21])[N:5]=[C:6]3[C:12]=2[CH:13]=1. (2) Given the reactants [F:1][C:2]1[CH:7]=[CH:6][C:5]([C:8]2[CH:13]=[CH:12][C:11]([NH2:14])=[C:10]([N+:15]([O-])=O)[CH:9]=2)=[CH:4][CH:3]=1.[H][H], predict the reaction product. The product is: [F:1][C:2]1[CH:3]=[CH:4][C:5]([C:8]2[CH:13]=[CH:12][C:11]([NH2:14])=[C:10]([NH2:15])[CH:9]=2)=[CH:6][CH:7]=1. (3) Given the reactants C(=O)([O-])[O-].[Cs+].[Cs+].[C:7]1([CH:13]2[CH2:18][CH2:17][NH:16][CH2:15][CH2:14]2)[CH:12]=[CH:11][CH:10]=[CH:9][CH:8]=1.Cl[CH2:20][C:21]([NH:23][C:24]1[CH:29]=[CH:28][C:27]([N:30]2[CH2:34][CH2:33][C@@H:32]([N:35]([CH3:37])[CH3:36])[CH2:31]2)=[CH:26][CH:25]=1)=[O:22], predict the reaction product. The product is: [CH3:37][N:35]([CH3:36])[C@@H:32]1[CH2:33][CH2:34][N:30]([C:27]2[CH:28]=[CH:29][C:24]([NH:23][C:21](=[O:22])[CH2:20][N:16]3[CH2:15][CH2:14][CH:13]([C:7]4[CH:12]=[CH:11][CH:10]=[CH:9][CH:8]=4)[CH2:18][CH2:17]3)=[CH:25][CH:26]=2)[CH2:31]1. (4) Given the reactants Cl.O[CH2:3][C:4]1[CH:9]=[C:8]([O:10][C:11]([F:14])([F:13])[F:12])[CH:7]=[CH:6][C:5]=1[N-]C(=O)C(C)(C)C.[NH2:22][C:23]([NH2:25])=[S:24], predict the reaction product. The product is: [NH2:22][C:23]1[S:24][CH2:3][C:4]2[CH:9]=[C:8]([O:10][C:11]([F:12])([F:14])[F:13])[CH:7]=[CH:6][C:5]=2[N:25]=1.